Dataset: Catalyst prediction with 721,799 reactions and 888 catalyst types from USPTO. Task: Predict which catalyst facilitates the given reaction. (1) Reactant: C(N(CC)C(C)C)(C)C.[Cl:10][C:11]1[S:15][C:14]([C:16]([NH:18][C:19]2[C:27]3[C:26](=[O:28])O[C:24](=[O:29])[C:23]=3[CH:22]=[CH:21][CH:20]=2)=[O:17])=[CH:13][CH:12]=1.[I:30][C:31]1[CH:32]=[C:33]([CH2:37][NH2:38])[CH:34]=[CH:35][CH:36]=1. Product: [Cl:10][C:11]1[S:15][C:14]([C:16]([NH:18][C:19]2[CH:20]=[CH:21][CH:22]=[C:23]3[C:27]=2[C:26](=[O:28])[N:38]([CH2:37][C:33]2[CH:34]=[CH:35][CH:36]=[C:31]([I:30])[CH:32]=2)[C:24]3=[O:29])=[O:17])=[CH:13][CH:12]=1. The catalyst class is: 12. (2) Reactant: [CH2:1]([O:5][CH2:6][CH2:7][O:8][C:9]1[CH:14]=[CH:13][C:12]([C:15]2[CH:16]=[CH:17][C:18]3[N:24]([CH2:25][CH:26]([CH3:28])[CH3:27])[CH2:23][CH2:22][C:21]([C:29]([NH:31][C:32]4[CH:37]=[CH:36][C:35]([S:38][CH2:39][C:40]5[N:44]6[C:45]([CH3:49])=[CH:46][CH:47]=[CH:48][C:43]6=[N:42][CH:41]=5)=[CH:34][CH:33]=4)=[O:30])=[CH:20][C:19]=3[CH:50]=2)=[CH:11][CH:10]=1)[CH2:2][CH2:3][CH3:4].ClC1C=CC=C(C(OO)=[O:59])C=1.S([O-])([O-])(=O)=S.[Na+].[Na+]. Product: [CH2:1]([O:5][CH2:6][CH2:7][O:8][C:9]1[CH:10]=[CH:11][C:12]([C:15]2[CH:16]=[CH:17][C:18]3[N:24]([CH2:25][CH:26]([CH3:27])[CH3:28])[CH2:23][CH2:22][C:21]([C:29]([NH:31][C:32]4[CH:33]=[CH:34][C:35]([S:38]([CH2:39][C:40]5[N:44]6[C:45]([CH3:49])=[CH:46][CH:47]=[CH:48][C:43]6=[N:42][CH:41]=5)=[O:59])=[CH:36][CH:37]=4)=[O:30])=[CH:20][C:19]=3[CH:50]=2)=[CH:13][CH:14]=1)[CH2:2][CH2:3][CH3:4]. The catalyst class is: 4. (3) Reactant: [CH:1](=[C:8]1[CH2:12][CH2:11][CH2:10][C:9]1=[O:13])[C:2]1[CH:7]=[CH:6][CH:5]=[CH:4][CH:3]=1.[Cl-:14].[CH3:15][N+:16](=[CH2:18])[CH3:17]. Product: [ClH:14].[CH:1](=[C:8]1[CH2:12][CH2:11][CH:10]([CH2:15][N:16]([CH3:18])[CH3:17])[C:9]1=[O:13])[C:2]1[CH:7]=[CH:6][CH:5]=[CH:4][CH:3]=1. The catalyst class is: 10. (4) Product: [CH3:1][C:2]1[CH:10]=[CH:9][C:5]([C:6]([NH:33][C:31]2[CH:30]=[CH:29][N:28]=[C:27]([C:26]([F:35])([F:25])[F:34])[CH:32]=2)=[O:8])=[CH:4][C:3]=1[N+:11]([O-:13])=[O:12]. The catalyst class is: 91. Reactant: [CH3:1][C:2]1[CH:10]=[CH:9][C:5]([C:6]([OH:8])=O)=[CH:4][C:3]=1[N+:11]([O-:13])=[O:12].CN(C=O)C.C(Cl)(=O)C(Cl)=O.[F:25][C:26]([F:35])([F:34])[C:27]1[CH:32]=[C:31]([NH2:33])[CH:30]=[CH:29][N:28]=1. (5) Reactant: CC([N:5]([C@@H:9]([CH2:13][C:14]1[CH:19]=[CH:18][C:17]([C:20]2[N:21]=[C:22]3[C:27]([CH:28]([OH:30])[CH3:29])=[CH:26][CH:25]=[CH:24][N:23]3[CH:31]=2)=[CH:16][CH:15]=1)[CH2:10][CH2:11][OH:12])[C:6](=[O:8])[O-])(C)C.Cl.O1CCOCC1.C(N(CC)C(C)C)(C)C.[Cl:48][C:49]1[CH:50]=[C:51]([CH:66]=[CH:67][C:68]=1[O:69][CH:70]([CH3:72])[CH3:71])C(OC1C(F)=C(F)C(F)=C(F)C=1F)=O. Product: [Cl:48][C:49]1[CH:50]=[C:51]([CH:66]=[CH:67][C:68]=1[O:69][CH:70]([CH3:72])[CH3:71])[C:6]([NH:5][C@@H:9]([CH2:13][C:14]1[CH:19]=[CH:18][C:17]([C:20]2[N:21]=[C:22]3[C:27]([CH:28]([OH:30])[CH3:29])=[CH:26][CH:25]=[CH:24][N:23]3[CH:31]=2)=[CH:16][CH:15]=1)[CH2:10][CH2:11][OH:12])=[O:8]. The catalyst class is: 6. (6) Reactant: [NH2:1][C:2]1[C:11]([C:12]#[N:13])=[C:10](O)[C:9]2[C:4](=[CH:5][CH:6]=[C:7]([N:15]3[CH2:20][CH2:19][N:18]([C:21](=[O:23])[CH3:22])[CH2:17][CH2:16]3)[CH:8]=2)[N:3]=1.P(Cl)(Cl)([Cl:26])=O.[OH-].[Na+]. Product: [NH2:1][C:2]1[C:11]([C:12]#[N:13])=[C:10]([Cl:26])[C:9]2[C:4](=[CH:5][CH:6]=[C:7]([N:15]3[CH2:20][CH2:19][N:18]([C:21](=[O:23])[CH3:22])[CH2:17][CH2:16]3)[CH:8]=2)[N:3]=1. The catalyst class is: 10. (7) Reactant: C[O:2][C:3]([C:5]1[CH:10]=[CH:9][C:8]([C:11]2[CH:16]=[CH:15][C:14]([C:17]([F:20])([F:19])[F:18])=[CH:13][CH:12]=2)=[CH:7][C:6]=1[CH3:21])=O.[BH4-].[Na+].CCOC(C)=O.CCCCCC. Product: [CH3:21][C:6]1[CH:7]=[C:8]([C:11]2[CH:16]=[CH:15][C:14]([C:17]([F:18])([F:19])[F:20])=[CH:13][CH:12]=2)[CH:9]=[CH:10][C:5]=1[CH2:3][OH:2]. The catalyst class is: 36. (8) Product: [NH:8]1[CH2:13][CH2:12][CH2:11][C@@H:10]([NH:14][C:15]2[C:24]3[C:19](=[CH:20][CH:21]=[CH:22][CH:23]=3)[N:18]=[C:17]([C:25]3[CH:30]=[CH:29][CH:28]=[CH:27][C:26]=3[OH:31])[N:16]=2)[CH2:9]1. The catalyst class is: 71. Reactant: C(OC([N:8]1[CH2:13][CH2:12][CH2:11][C@@H:10]([NH:14][C:15]2[C:24]3[C:19](=[CH:20][CH:21]=[CH:22][CH:23]=3)[N:18]=[C:17]([C:25]3[CH:30]=[CH:29][CH:28]=[CH:27][C:26]=3[OH:31])[N:16]=2)[CH2:9]1)=O)(C)(C)C.Cl.